Dataset: NCI-60 drug combinations with 297,098 pairs across 59 cell lines. Task: Regression. Given two drug SMILES strings and cell line genomic features, predict the synergy score measuring deviation from expected non-interaction effect. (1) Drug 1: CCCCC(=O)OCC(=O)C1(CC(C2=C(C1)C(=C3C(=C2O)C(=O)C4=C(C3=O)C=CC=C4OC)O)OC5CC(C(C(O5)C)O)NC(=O)C(F)(F)F)O. Drug 2: C(CCl)NC(=O)N(CCCl)N=O. Cell line: NCI-H322M. Synergy scores: CSS=0.928, Synergy_ZIP=-2.70, Synergy_Bliss=-5.70, Synergy_Loewe=-12.1, Synergy_HSA=-8.83. (2) Drug 1: CCC1(CC2CC(C3=C(CCN(C2)C1)C4=CC=CC=C4N3)(C5=C(C=C6C(=C5)C78CCN9C7C(C=CC9)(C(C(C8N6C=O)(C(=O)OC)O)OC(=O)C)CC)OC)C(=O)OC)O.OS(=O)(=O)O. Drug 2: CN1C(=O)N2C=NC(=C2N=N1)C(=O)N. Cell line: HT29. Synergy scores: CSS=12.1, Synergy_ZIP=2.99, Synergy_Bliss=5.05, Synergy_Loewe=-26.8, Synergy_HSA=0.585. (3) Drug 1: CC(C1=C(C=CC(=C1Cl)F)Cl)OC2=C(N=CC(=C2)C3=CN(N=C3)C4CCNCC4)N. Drug 2: CN1C(=O)N2C=NC(=C2N=N1)C(=O)N. Cell line: EKVX. Synergy scores: CSS=-1.68, Synergy_ZIP=0.398, Synergy_Bliss=-3.49, Synergy_Loewe=-13.1, Synergy_HSA=-8.19. (4) Drug 1: CS(=O)(=O)CCNCC1=CC=C(O1)C2=CC3=C(C=C2)N=CN=C3NC4=CC(=C(C=C4)OCC5=CC(=CC=C5)F)Cl. Drug 2: C(CCl)NC(=O)N(CCCl)N=O. Cell line: 786-0. Synergy scores: CSS=11.0, Synergy_ZIP=-3.23, Synergy_Bliss=0.740, Synergy_Loewe=-12.5, Synergy_HSA=1.16.